From a dataset of Full USPTO retrosynthesis dataset with 1.9M reactions from patents (1976-2016). Predict the reactants needed to synthesize the given product. (1) Given the product [C:1]([O:5][C:6]([N:8]1[C:17]2[C:12](=[N:13][C:14]([O:18][CH3:19])=[CH:15][CH:16]=2)[C@@H:11]([NH:20][C:21]2[N:26]=[C:25]([CH2:27][C:28]3[CH:33]=[C:32]([C:34]([F:35])([F:36])[F:37])[CH:31]=[C:30]([C:38]([F:40])([F:41])[F:39])[CH:29]=3)[C:24]([N:42]3[CH2:43][CH2:44][CH:45]([C:48]([OH:50])=[O:49])[CH2:46][CH2:47]3)=[CH:23][N:22]=2)[CH2:10][C@H:9]1[CH2:53][CH3:54])=[O:7])([CH3:4])([CH3:3])[CH3:2], predict the reactants needed to synthesize it. The reactants are: [C:1]([O:5][C:6]([N:8]1[C:17]2[C:12](=[N:13][C:14]([O:18][CH3:19])=[CH:15][CH:16]=2)[C@@H:11]([NH:20][C:21]2[N:26]=[C:25]([CH2:27][C:28]3[CH:33]=[C:32]([C:34]([F:37])([F:36])[F:35])[CH:31]=[C:30]([C:38]([F:41])([F:40])[F:39])[CH:29]=3)[C:24]([N:42]3[CH2:47][CH2:46][CH:45]([C:48]([O:50]CC)=[O:49])[CH2:44][CH2:43]3)=[CH:23][N:22]=2)[CH2:10][C@H:9]1[CH2:53][CH3:54])=[O:7])([CH3:4])([CH3:3])[CH3:2].[OH-].[Na+].C(O)(=O)CC(CC(O)=O)(C(O)=O)O. (2) Given the product [CH2:25]([O:32][CH2:33][CH:34]([OH:37])[CH2:20][Br:24])[C:26]1[CH:31]=[CH:30][CH:29]=[CH:28][CH:27]=1, predict the reactants needed to synthesize it. The reactants are: C1(P(C2C=CC=CC=2)C2C=CC=CC=2)C=CC=CC=1.[C:20]([Br:24])(Br)(Br)Br.[CH2:25]([O:32][CH2:33][CH:34]([OH:37])CO)[C:26]1[CH:31]=[CH:30][CH:29]=[CH:28][CH:27]=1. (3) Given the product [F:26][C:27]1[CH:33]=[C:32]([F:34])[CH:31]=[CH:30][C:28]=1[NH:29][C:22]1[CH:23]=[CH:24][C:16]2[C:15](=[O:25])[C:14]3[CH:20]=[C:10]([O:9][CH2:8][CH2:7][N:1]4[CH2:2][CH2:3][O:4][CH2:5][CH2:6]4)[CH:11]=[CH:12][C:13]=3[CH2:19][CH2:18][C:17]=2[CH:21]=1, predict the reactants needed to synthesize it. The reactants are: [N:1]1([CH2:7][CH2:8][O:9][C:10]2[C:20]3[CH2:19][CH2:18][C:17]4[CH:21]=[CH:22][CH:23]=[CH:24][C:16]=4[C:15](=[O:25])[C:14]=3[CH:13]=[CH:12][CH:11]=2)[CH2:6][CH2:5][O:4][CH2:3][CH2:2]1.[F:26][C:27]1[CH:33]=[C:32]([F:34])[CH:31]=[CH:30][C:28]=1[NH2:29].C1(P(C2CCCCC2)C2C=CC=CC=2C2C(C(C)C)=CC(C(C)C)=CC=2C(C)C)CCCCC1.CC([O-])(C)C.[K+]. (4) The reactants are: [NH2:1][CH:2]1[CH2:7][CH2:6][CH:5]([OH:8])[CH2:4][CH2:3]1.[C:9](O[C:9]([O:11][C:12]([CH3:15])([CH3:14])[CH3:13])=[O:10])([O:11][C:12]([CH3:15])([CH3:14])[CH3:13])=[O:10]. Given the product [OH:8][CH:5]1[CH2:6][CH2:7][CH:2]([NH:1][C:9](=[O:10])[O:11][C:12]([CH3:15])([CH3:14])[CH3:13])[CH2:3][CH2:4]1, predict the reactants needed to synthesize it. (5) Given the product [OH:29][C:22]12[CH2:27][CH:26]3[CH2:25][CH:24]([CH2:28][CH:20]([CH:19]3[NH:18][C:12](=[O:14])[C:11]3[CH:15]=[CH:16][CH:17]=[C:9]([O:8][CH2:7][CH:4]4[CH2:3][CH2:2][O:1][CH2:6][CH2:5]4)[CH:10]=3)[CH2:21]1)[CH2:23]2, predict the reactants needed to synthesize it. The reactants are: [O:1]1[CH2:6][CH2:5][CH:4]([CH2:7][O:8][C:9]2[CH:10]=[C:11]([CH:15]=[CH:16][CH:17]=2)[C:12]([OH:14])=O)[CH2:3][CH2:2]1.[NH2:18][CH:19]1[CH:26]2[CH2:27][C:22]3([OH:29])[CH2:23][CH:24]([CH2:28][CH:20]1[CH2:21]3)[CH2:25]2. (6) Given the product [C:1]1([C:29]2[CH:34]=[CH:33][CH:32]=[CH:31][CH:30]=2)[CH:2]=[CH:3][C:4]([NH:7][C:8](=[O:9])[C:10]2[CH:18]=[CH:17][C:13]([C:14]([NH:39][CH2:38][CH2:37][O:36][CH3:35])=[O:15])=[C:12]([NH:19][C:20](=[O:28])[CH2:21][N:22]3[CH2:27][CH2:26][O:25][CH2:24][CH2:23]3)[CH:11]=2)=[CH:5][CH:6]=1, predict the reactants needed to synthesize it. The reactants are: [C:1]1([C:29]2[CH:34]=[CH:33][CH:32]=[CH:31][CH:30]=2)[CH:6]=[CH:5][C:4]([NH:7][C:8]([C:10]2[CH:18]=[CH:17][C:13]([C:14](O)=[O:15])=[C:12]([NH:19][C:20](=[O:28])[CH2:21][N:22]3[CH2:27][CH2:26][O:25][CH2:24][CH2:23]3)[CH:11]=2)=[O:9])=[CH:3][CH:2]=1.[CH3:35][O:36][CH2:37][CH2:38][NH2:39].F[P-](F)(F)(F)(F)F.N1(O[P+](N2CCCC2)(N2CCCC2)N2CCCC2)C2C=CC=CC=2N=N1.C(N(C(C)C)CC)(C)C. (7) Given the product [CH3:36][N:35]([CH2:34][C:33]1[NH:32][N:31]=[C:6]([C:7]2[CH:8]=[C:9]3[C:13](=[CH:14][CH:15]=2)[NH:12][N:11]=[C:10]3[C:16]2[CH:17]=[C:18]([NH:22][C:23]([C:25]3[CH:26]=[N:27][CH:28]=[CH:29][CH:30]=3)=[O:24])[CH:19]=[CH:20][CH:21]=2)[N:5]=1)[CH3:37], predict the reactants needed to synthesize it. The reactants are: Cl.C(O[N:5]=[CH:6][C:7]1[CH:8]=[C:9]2[C:13](=[CH:14][CH:15]=1)[NH:12][N:11]=[C:10]2[C:16]1[CH:17]=[C:18]([NH:22][C:23]([C:25]2[CH:26]=[N:27][CH:28]=[CH:29][CH:30]=2)=[O:24])[CH:19]=[CH:20][CH:21]=1)C.[NH2:31][NH:32][C:33](=O)[CH2:34][N:35]([CH3:37])[CH3:36].C[O-].[Na+]. (8) Given the product [OH:10][CH2:9][C:4]1[C:3]([O:2][CH3:1])=[CH:8][CH:7]=[CH:6][N:5]=1, predict the reactants needed to synthesize it. The reactants are: [CH3:1][O:2][C:3]1[C:4]([C:9](OC)=[O:10])=[N:5][CH:6]=[CH:7][CH:8]=1.[H-].[Al+3].[Li+].[H-].[H-].[H-]. (9) Given the product [CH3:27][C:24]1[CH:23]=[CH:22][C:21]([C:7]2[CH:8]=[C:9]([N:11]3[C:15]4[CH:16]=[CH:17][CH:18]=[CH:19][C:14]=4[O:13][C:12]3=[O:20])[CH:10]=[C:5]([C:3]([OH:4])=[O:2])[CH:6]=2)=[CH:26][CH:25]=1, predict the reactants needed to synthesize it. The reactants are: C[O:2][C:3]([C:5]1[CH:6]=[C:7]([C:21]2[CH:26]=[CH:25][C:24]([CH3:27])=[CH:23][CH:22]=2)[CH:8]=[C:9]([N:11]2[C:15]3[CH:16]=[CH:17][CH:18]=[CH:19][C:14]=3[O:13][C:12]2=[O:20])[CH:10]=1)=[O:4].[Li+].[OH-].